Dataset: Reaction yield outcomes from USPTO patents with 853,638 reactions. Task: Predict the reaction yield, written as a fraction of the theoretical maximum amount of product (1.0 means a 100% yield; for example, 0.34 means a 34% yield). (1) The reactants are [Na+].[Br-].Cl[CH:4]([CH3:8])[C:5](=O)[CH3:6].[NH2:9][C:10]1[C:11]([NH2:19])=[N:12][CH:13]=[C:14]([CH:18]=1)[C:15]([NH2:17])=[O:16]. The catalyst is C1(=O)CCCCC1. The product is [NH2:9][C:10]1[C:11]2[N:12]([C:4]([CH3:8])=[C:5]([CH3:6])[N:19]=2)[CH:13]=[C:14]([C:15]([NH2:17])=[O:16])[CH:18]=1. The yield is 0.730. (2) The reactants are [CH3:1][S:2](Cl)(=[O:4])=[O:3].[CH:6]([NH:10][C:11]1[CH:12]=[C:13]([CH:17]=[C:18]([OH:20])[N:19]=1)[C:14]([OH:16])=[O:15])([CH2:8][CH3:9])[CH3:7].[CH2:21](N(CC)CC)C. The catalyst is ClCCl. The product is [CH3:21][O:15][C:14](=[O:16])[C:13]1[CH:17]=[C:18]([O:20][S:2]([CH3:1])(=[O:4])=[O:3])[N:19]=[C:11]([NH:10][CH:6]([CH2:8][CH3:9])[CH3:7])[CH:12]=1. The yield is 0.750. (3) The reactants are [CH3:1][O:2][C:3](=[O:12])[C:4]1[CH:9]=[CH:8][C:7](F)=[CH:6][C:5]=1[Br:11].[CH2:13]([C:15]1[CH:20]=[CH:19][C:18](O)=[CH:17][CH:16]=1)[CH3:14].C(=O)([O-])[O-:23].[K+].[K+].[Cl-].[NH4+]. The catalyst is CN(C=O)C. The product is [CH3:1][O:2][C:3](=[O:12])[C:4]1[CH:9]=[CH:8][C:7]([O:23][C:16]2[CH:17]=[CH:18][CH:19]=[CH:20][C:15]=2[CH2:13][CH3:14])=[CH:6][C:5]=1[Br:11]. The yield is 0.650. (4) The reactants are CO[C:3]1[C:4](=[O:10])[C:5](=[O:9])[C:6]=1[O:7][CH3:8].Br[CH2:12][CH2:13][CH2:14][CH2:15][CH2:16][CH3:17].C1COCC1. The catalyst is CCOCC. The product is [CH2:12]([C:3]1[C:4](=[O:10])[C:5](=[O:9])[C:6]=1[O:7][CH3:8])[CH2:13][CH2:14][CH2:15][CH2:16][CH3:17]. The yield is 0.150. (5) The reactants are [C:1]([O:5][C:6](=[O:15])[NH:7][C:8]1[CH:13]=[CH:12]C(O)=C[CH:9]=1)([CH3:4])([CH3:3])[CH3:2].[Cl:16][C:17]1[CH:33]=[CH:32][CH:31]=[C:30]([Cl:34])[C:18]=1[C:19](C(N1CCC(O)CC1)=O)=[O:20].C1(P([C:48]2[CH:53]=CC=CC=2)C2C=CC=CC=2)C=CC=CC=1.[N:54]([C:61](OCC)=O)=NC(OCC)=O.[CH2:66]1[CH2:70][O:69][CH2:68][CH2:67]1. No catalyst specified. The product is [C:1]([O:5][C:6](=[O:15])[NH:7][C:8]1[CH:9]=[CH:66][C:70]([O:69][CH:68]2[CH2:67][CH2:61][N:54]([C:19](=[O:20])[C:18]3[C:30]([Cl:34])=[CH:31][CH:32]=[CH:33][C:17]=3[Cl:16])[CH2:53][CH2:48]2)=[CH:12][CH:13]=1)([CH3:2])([CH3:3])[CH3:4]. The yield is 0.648. (6) The reactants are [C:1]([NH:8][CH:9]1[CH2:14][CH2:13][NH:12][CH2:11][CH2:10]1)([O:3][C:4]([CH3:7])([CH3:6])[CH3:5])=[O:2].[OH:15][CH:16]([CH3:19])[CH2:17]Br. The catalyst is C(C#N)(C)=O. The product is [C:4]([O:3][C:1](=[O:2])[NH:8][CH:9]1[CH2:14][CH2:13][N:12]([CH2:17][CH:16]([OH:15])[CH3:19])[CH2:11][CH2:10]1)([CH3:7])([CH3:6])[CH3:5]. The yield is 0.590. (7) The catalyst is Cl. The reactants are [NH2:1][C:2]1[CH:7]=[C:6]([OH:8])[CH:5]=[CH:4][C:3]=1[OH:9].O.[CH2:11](OC(OCC)OCC)C. The yield is 0.810. The product is [O:9]1[C:3]2[CH:4]=[CH:5][C:6]([OH:8])=[CH:7][C:2]=2[N:1]=[CH:11]1.